Task: Regression/Classification. Given a drug SMILES string, predict its absorption, distribution, metabolism, or excretion properties. Task type varies by dataset: regression for continuous measurements (e.g., permeability, clearance, half-life) or binary classification for categorical outcomes (e.g., BBB penetration, CYP inhibition). Dataset: cyp2d6_veith.. Dataset: CYP2D6 inhibition data for predicting drug metabolism from PubChem BioAssay (1) The compound is COC(=O)c1sc2ncccc2c1OCc1c(Cl)cccc1Cl. The result is 0 (non-inhibitor). (2) The drug is Cc1ccc(-n2c(Cc3cccn3C)nnc2SCC(=O)N2CCc3ccccc32)cc1. The result is 0 (non-inhibitor).